From a dataset of Reaction yield outcomes from USPTO patents with 853,638 reactions. Predict the reaction yield, written as a fraction of the theoretical maximum amount of product (1.0 means a 100% yield; for example, 0.34 means a 34% yield). (1) The reactants are [F:1][C:2]1[CH:3]=[C:4]([C:9]2[CH:10]=[C:11]([CH3:34])[C:12]([CH3:33])=[C:13]([CH2:15][NH:16][C:17]3[C:18]([F:32])=[C:19]([CH:28]=[CH:29][C:30]=3[F:31])[O:20][CH2:21][C:22]([O:24]C(C)C)=[O:23])[CH:14]=2)[CH:5]=[CH:6][C:7]=1[F:8].[Li+].[OH-]. The catalyst is C1COCC1.CO. The product is [F:1][C:2]1[CH:3]=[C:4]([C:9]2[CH:10]=[C:11]([CH3:34])[C:12]([CH3:33])=[C:13]([CH2:15][NH:16][C:17]3[C:18]([F:32])=[C:19]([CH:28]=[CH:29][C:30]=3[F:31])[O:20][CH2:21][C:22]([OH:24])=[O:23])[CH:14]=2)[CH:5]=[CH:6][C:7]=1[F:8]. The yield is 0.990. (2) The reactants are Cl.[F:2][C:3]([F:27])([F:26])[C:4]1[CH:25]=[CH:24][CH:23]=[CH:22][C:5]=1[CH:6]([O:17][CH:18]1[CH2:21][NH:20][CH2:19]1)[C:7]1[CH:12]=[CH:11][C:10]([O:13][CH:14]([F:16])[F:15])=[CH:9][CH:8]=1.C(=O)([O-])[O-].[CH:32]1([N:38]=[C:39]=[O:40])[CH2:37][CH2:36][CH2:35][CH2:34][CH2:33]1. The catalyst is C(Cl)Cl. The product is [F:27][C:3]([F:2])([F:26])[C:4]1[CH:25]=[CH:24][CH:23]=[CH:22][C:5]=1[CH:6]([O:17][CH:18]1[CH2:21][N:20]([C:39]([NH:38][CH:32]2[CH2:37][CH2:36][CH2:35][CH2:34][CH2:33]2)=[O:40])[CH2:19]1)[C:7]1[CH:12]=[CH:11][C:10]([O:13][CH:14]([F:15])[F:16])=[CH:9][CH:8]=1. The yield is 0.750.